This data is from Drug-target binding data from BindingDB using IC50 measurements. The task is: Regression. Given a target protein amino acid sequence and a drug SMILES string, predict the binding affinity score between them. We predict pIC50 (pIC50 = -log10(IC50 in M); higher means more potent). Dataset: bindingdb_ic50. (1) The drug is O=C(Cc1cccs1)NC(Cn1cncn1)CP(=O)(O)O. The target protein (P0CO23) has sequence MSERIASVERTTSETHISCTIDLDHIPGVTEQKINVSTGIGFLDHMFTALAKHGGMSLQLQCKGDLHIDDHHTAEDCALALGEAFKKALGERKGIKRYGYAYAPLDESLSRAVIDISSRPYFMCHLPFTREKVGDLSTEMVSHLLQSFAFAAGVTLHIDSIRGENNHHIAESAFKALALAIRMAISRTGGDDVPSTKGVLAL. The pIC50 is 5.5. (2) The drug is COC(=O)C1=C(c2cc3ccccc3o2)C[C@@H]2CC[C@H]1N2C(=O)N1CCC(C)CC1. The target protein (P27467) has sequence MAPLGYLLVLCSLKQALGSYPIWWSLAVGPQYSSLSTQPILCASIPGLVPKQLRFCRNYVEIMPSVAEGVKAGIQECQHQFRGRRWNCTTVSNSLAIFGPVLDKATRESAFVHAIASAGVAFAVTRSCAEGSAAICGCSSRLQGSPGEGWKWGGCSEDIEFGGMVSREFADARENRPDARSAMNRHNNEAGRQAIASHMHLKCKCHGLSGSCEVKTCWWSQPDFRTIGDFLKDKYDSASEMVVEKHRESRGWVETLRPRYTYFKVPTERDLVYYEASPNFCEPNPETGSFGTRDRTCNVSSHGIDGCDLLCCGRGHNARTERRREKCHCVFHWCCYVSCQECTRVYDVHTCK. The pIC50 is 4.6. (3) The compound is CCn1c(=O)sn(C(C)C)c1=O. The target is XTSFAESXKPVQQPSAFGS. The pIC50 is 4.5.